From a dataset of Forward reaction prediction with 1.9M reactions from USPTO patents (1976-2016). Predict the product of the given reaction. (1) The product is: [CH3:1][S:2]([C:3]1[CH:4]=[CH:5][C:6]([C:9]2[C:14]([C:15]3[CH:20]=[CH:19][C:18]([C:21]([F:23])([F:24])[F:22])=[CH:17][CH:16]=3)=[CH:13][C:12]([CH:25]([CH2:31][CH:32]([CH3:33])[CH3:34])[C:26]([O:28][CH2:29][CH3:30])=[O:27])=[CH:11][CH:10]=2)=[CH:7][CH:8]=1)(=[O:43])=[O:46]. Given the reactants [CH3:1][S:2][C:3]1[CH:8]=[CH:7][C:6]([C:9]2[C:14]([C:15]3[CH:20]=[CH:19][C:18]([C:21]([F:24])([F:23])[F:22])=[CH:17][CH:16]=3)=[CH:13][C:12]([CH:25]([CH2:31][CH:32]([CH3:34])[CH3:33])[C:26]([O:28][CH2:29][CH3:30])=[O:27])=[CH:11][CH:10]=2)=[CH:5][CH:4]=1.C1C=C(Cl)C=C(C(OO)=[O:43])C=1.[OH2:46], predict the reaction product. (2) Given the reactants [H-].[Na+].[CH2:3]([OH:10])[C:4]1[CH:9]=[CH:8][CH:7]=[CH:6][CH:5]=1.Cl[C:12]1[N:20]=[CH:19][N:18]=[C:17]2[C:13]=1[NH:14][CH:15]=[N:16]2, predict the reaction product. The product is: [CH2:3]([O:10][C:12]1[N:20]=[CH:19][N:18]=[C:17]2[C:13]=1[NH:14][CH:15]=[N:16]2)[C:4]1[CH:9]=[CH:8][CH:7]=[CH:6][CH:5]=1.